This data is from Forward reaction prediction with 1.9M reactions from USPTO patents (1976-2016). The task is: Predict the product of the given reaction. (1) Given the reactants [OH:1][C:2]([CH3:35])([CH3:34])[CH2:3][C@@:4]1([C:28]2[CH:33]=[CH:32][CH:31]=[CH:30][CH:29]=2)[O:9][C:8](=[O:10])[N:7]([C@H:11]([C:13]2[CH:18]=[CH:17][C:16](B3OC(C)(C)C(C)(C)O3)=[CH:15][CH:14]=2)[CH3:12])[CH2:6][CH2:5]1.[Br:36][C:37]1[CH:38]=[N:39][C:40](=[O:44])[N:41]([CH3:43])[CH:42]=1.BrC1C=NC(O)=NC=1, predict the reaction product. The product is: [OH:1][C:2]([CH3:34])([CH3:35])[CH2:3][C@@:4]1([C:28]2[CH:33]=[CH:32][CH:31]=[CH:30][CH:29]=2)[O:9][C:8](=[O:10])[N:7]([C@H:11]([C:13]2[CH:14]=[CH:15][C:16]([C:37]3[CH:38]=[N:39][C:40](=[O:44])[N:41]([CH3:43])[CH:42]=3)=[CH:17][CH:18]=2)[CH3:12])[CH2:6][CH2:5]1.[Br:36][C:37]1[CH:38]=[N:39][C:40](=[O:44])[N:41]([CH3:43])[CH:42]=1. (2) Given the reactants [OH-].[K+].[CH:3]1[C:13]2[CH2:12][CH2:11][C:10]3[CH:14]=[CH:15][CH:16]=[CH:17][C:9]=3[C:8](=[CH:18][C:19]3[CH:20]=[C:21]([OH:25])[CH:22]=[CH:23][CH:24]=3)[C:7]=2[CH:6]=[CH:5][CH:4]=1.Cl[CH:27]([F:29])[F:28], predict the reaction product. The product is: [F:28][CH:27]([F:29])[O:25][C:21]1[CH:20]=[C:19]([CH:24]=[CH:23][CH:22]=1)[CH:18]=[C:8]1[C:9]2[CH:17]=[CH:16][CH:15]=[CH:14][C:10]=2[CH2:11][CH2:12][C:13]2[CH:3]=[CH:4][CH:5]=[CH:6][C:7]1=2. (3) Given the reactants [CH2:1]([O:3][C:4]([C:6]1[C:11]([NH2:12])=[N:10][C:9]([C:13]([F:16])([F:15])[F:14])=[CH:8][N:7]=1)=[O:5])[CH3:2].[F:17][C:18]([F:28])([F:27])C(=O)C(=O)[C:18]([F:28])([F:27])[F:17], predict the reaction product. The product is: [NH2:12][C:11]1[C:6]([C:4]([O:3][CH2:1][CH3:2])=[O:5])=[N:7][C:8]([C:18]([F:28])([F:27])[F:17])=[C:9]([C:13]([F:15])([F:16])[F:14])[N:10]=1. (4) Given the reactants [C:1]([O:5][C:6]([NH:8][CH:9]1[CH2:14][CH2:13][CH:12]([N:15]([CH2:29][CH3:30])[C:16]2[C:17]([CH2:27][CH3:28])=[C:18]([CH:23]=[C:24]([Cl:26])[CH:25]=2)[C:19]([O:21]C)=[O:20])[CH2:11][CH2:10]1)=[O:7])([CH3:4])([CH3:3])[CH3:2].[OH-].[Na+], predict the reaction product. The product is: [C:1]([O:5][C:6]([NH:8][CH:9]1[CH2:14][CH2:13][CH:12]([N:15]([CH2:29][CH3:30])[C:16]2[C:17]([CH2:27][CH3:28])=[C:18]([CH:23]=[C:24]([Cl:26])[CH:25]=2)[C:19]([OH:21])=[O:20])[CH2:11][CH2:10]1)=[O:7])([CH3:4])([CH3:3])[CH3:2]. (5) Given the reactants [CH3:1][N:2]([CH3:46])[CH2:3][C:4]([O:6][C@H:7]([CH3:45])[CH2:8][N:9]1[C:13]([CH3:14])=[C:12]([C:15](=[O:37])[NH:16][C:17]2[CH:22]=[CH:21][C:20]([O:23][C:24]3[C:33]4[C:28](=[CH:29][C:30]([O:34][CH3:35])=[CH:31][CH:32]=4)[N:27]=[CH:26][CH:25]=3)=[C:19]([F:36])[CH:18]=2)[C:11](=[O:38])[N:10]1[C:39]1[CH:44]=[CH:43][CH:42]=[CH:41][CH:40]=1)=[O:5].O.O.[C:49]([OH:54])(=[O:53])[C:50]([OH:52])=[O:51], predict the reaction product. The product is: [C:49]([OH:54])(=[O:53])[C:50]([OH:52])=[O:51].[CH3:46][N:2]([CH3:1])[CH2:3][C:4]([O:6][C@H:7]([CH3:45])[CH2:8][N:9]1[C:13]([CH3:14])=[C:12]([C:15](=[O:37])[NH:16][C:17]2[CH:22]=[CH:21][C:20]([O:23][C:24]3[C:33]4[C:28](=[CH:29][C:30]([O:34][CH3:35])=[CH:31][CH:32]=4)[N:27]=[CH:26][CH:25]=3)=[C:19]([F:36])[CH:18]=2)[C:11](=[O:38])[N:10]1[C:39]1[CH:40]=[CH:41][CH:42]=[CH:43][CH:44]=1)=[O:5]. (6) Given the reactants [OH:1][CH2:2][CH:3]([CH2:15][C:16]1[CH:21]=[CH:20][C:19]([O:22][CH2:23][CH2:24][CH2:25][C:26]2[CH:31]=[CH:30][CH:29]=[CH:28][CH:27]=2)=[CH:18][CH:17]=1)[CH2:4][NH:5][CH2:6][CH2:7][C:8]([O:10]C(C)(C)C)=[O:9].NCCCC1C=CC(O)=CC=1.FC(F)(F)C(O)=O, predict the reaction product. The product is: [OH:1][CH2:2][CH:3]([CH2:15][C:16]1[CH:17]=[CH:18][C:19]([O:22][CH2:23][CH2:24][CH2:25][C:26]2[CH:27]=[CH:28][CH:29]=[CH:30][CH:31]=2)=[CH:20][CH:21]=1)[CH2:4][NH:5][CH2:6][CH2:7][C:8]([OH:10])=[O:9]. (7) The product is: [Cl:8][C:5]1[N:4]=[CH:3][C:2](/[CH:9]=[CH:10]/[CH3:11])=[CH:7][N:6]=1. Given the reactants Br[C:2]1[CH:3]=[N:4][C:5]([Cl:8])=[N:6][CH:7]=1.[CH:9](/B(O)O)=[CH:10]\[CH3:11].C(=O)([O-])[O-].[K+].[K+].CCOC(C)=O, predict the reaction product. (8) Given the reactants Cl[C:2]1[C:3]([NH2:9])=[N:4][CH:5]=[N:6][C:7]=1Cl.[NH2:10][CH2:11][CH:12]1[CH2:17][CH2:16][N:15]([C:18]([O:20]C(C)(C)C)=O)[CH2:14][CH2:13]1.[O:25]([C:32]1[CH:37]=[CH:36][C:35](B(O)O)=[CH:34][CH:33]=1)[C:26]1[CH:31]=[CH:30][CH:29]=[CH:28][CH:27]=1.[C:41]1(C(O)=O)[CH2:44][CH2:43][CH:42]=1, predict the reaction product. The product is: [NH2:9][C:3]1[N:4]=[CH:5][N:6]=[C:7]([NH:10][CH2:11][CH:12]2[CH2:13][CH2:14][N:15]([C:18]([C:41]3[CH2:44][CH2:43][CH:42]=3)=[O:20])[CH2:16][CH2:17]2)[C:2]=1[C:29]1[CH:30]=[CH:31][C:26]([O:25][C:32]2[CH:37]=[CH:36][CH:35]=[CH:34][CH:33]=2)=[CH:27][CH:28]=1.